Dataset: Full USPTO retrosynthesis dataset with 1.9M reactions from patents (1976-2016). Task: Predict the reactants needed to synthesize the given product. (1) Given the product [CH2:1]([O:19][C:20]1([O:43][CH2:44][CH2:45][CH2:46][CH2:47][CH2:48][CH2:49][CH2:50][CH2:51]/[CH:52]=[CH:53]\[CH2:54]/[CH:55]=[CH:56]\[CH2:57][CH2:58][CH2:59][CH2:60][CH3:61])[CH2:25][CH2:24][NH:23][CH2:22][CH2:21]1)[CH2:2][CH2:3][CH2:4][CH2:5][CH2:6][CH2:7][CH2:8]/[CH:9]=[CH:10]\[CH2:11]/[CH:12]=[CH:13]\[CH2:14][CH2:15][CH2:16][CH2:17][CH3:18], predict the reactants needed to synthesize it. The reactants are: [CH2:1]([O:19][C:20]1([O:43][CH2:44][CH2:45][CH2:46][CH2:47][CH2:48][CH2:49][CH2:50][CH2:51]/[CH:52]=[CH:53]\[CH2:54]/[CH:55]=[CH:56]\[CH2:57][CH2:58][CH2:59][CH2:60][CH3:61])[CH2:25][CH2:24][N:23](C(OCC2C3C=CC=CC=3C3C2=CC=CC=3)=O)[CH2:22][CH2:21]1)[CH2:2][CH2:3][CH2:4][CH2:5][CH2:6][CH2:7][CH2:8]/[CH:9]=[CH:10]\[CH2:11]/[CH:12]=[CH:13]\[CH2:14][CH2:15][CH2:16][CH2:17][CH3:18].N1CCCCC1. (2) Given the product [C:28]([O:32][C:33](=[O:34])[N:10]([C:11]1[N:12]=[CH:13][C:14]([CH:17]=[O:18])=[CH:15][N:16]=1)[CH2:9][C:6]1[CH:7]=[N:8][C:3]([O:2][CH3:1])=[CH:4][CH:5]=1)([CH3:31])([CH3:30])[CH3:29], predict the reactants needed to synthesize it. The reactants are: [CH3:1][O:2][C:3]1[N:8]=[CH:7][C:6]([CH2:9][NH:10][C:11]2[N:16]=[CH:15][C:14]([CH:17]=[O:18])=[CH:13][N:12]=2)=[CH:5][CH:4]=1.C(N(CC)C(C)C)(C)C.[C:28]([O:32][C:33](O[C:33]([O:32][C:28]([CH3:31])([CH3:30])[CH3:29])=[O:34])=[O:34])([CH3:31])([CH3:30])[CH3:29].O. (3) Given the product [Cl:1][C:2]1[CH:3]=[CH:4][C:5]([C:8]2[CH:23]=[CH:22][C:11]3[NH:12][C:13](=[O:21])[CH:14]4[CH2:20][N:19]([C:47](=[O:48])[C@@H:49]([OH:51])[C:30]([CH3:31])([CH3:32])[CH3:33])[CH2:18][CH2:17][N:15]4[CH2:16][C:10]=3[CH:9]=2)=[CH:6][CH:7]=1, predict the reactants needed to synthesize it. The reactants are: [Cl:1][C:2]1[CH:7]=[CH:6][C:5]([C:8]2[CH:23]=[CH:22][C:11]3[NH:12][C:13](=[O:21])[CH:14]4[CH2:20][NH:19][CH2:18][CH2:17][N:15]4[CH2:16][C:10]=3[CH:9]=2)=[CH:4][CH:3]=1.CCN([CH:30]([CH3:32])[CH3:31])C(C)C.[CH:33]1C=C2N=NN(O)C2=CC=1.O.CN([CH:47]=[O:48])C.[C:49](OCC)(=[O:51])C. (4) Given the product [OH:39][C@H:26]([C:27]1[CH:32]=[CH:31][C:30]([OH:33])=[C:29]([NH:34][S:35]([CH3:38])(=[O:36])=[O:37])[CH:28]=1)[CH2:25][NH:24][CH:21]1[CH2:22][CH2:23][N:18]([C:15]2[CH:16]=[CH:17][C:12]([C:11]([NH:10][C@@H:5]([CH2:6][CH:7]([CH3:9])[CH3:8])[C:4]([OH:41])=[O:3])=[O:40])=[CH:13][CH:14]=2)[CH2:19][CH2:20]1, predict the reactants needed to synthesize it. The reactants are: C([O:3][C:4](=[O:41])[C@@H:5]([NH:10][C:11](=[O:40])[C:12]1[CH:17]=[CH:16][C:15]([N:18]2[CH2:23][CH2:22][CH:21]([NH:24][CH2:25][C@H:26]([OH:39])[C:27]3[CH:32]=[CH:31][C:30]([OH:33])=[C:29]([NH:34][S:35]([CH3:38])(=[O:37])=[O:36])[CH:28]=3)[CH2:20][CH2:19]2)=[CH:14][CH:13]=1)[CH2:6][CH:7]([CH3:9])[CH3:8])C.[OH-].[Na+].